From a dataset of Peptide-MHC class II binding affinity with 134,281 pairs from IEDB. Regression. Given a peptide amino acid sequence and an MHC pseudo amino acid sequence, predict their binding affinity value. This is MHC class II binding data. (1) The peptide sequence is LGIISHLLKTRDNSV. The MHC is DRB1_0404 with pseudo-sequence DRB1_0404. The binding affinity (normalized) is 0.402. (2) The peptide sequence is TLTPMMSSKFPELGM. The MHC is DRB1_1602 with pseudo-sequence DRB1_1602. The binding affinity (normalized) is 0.346. (3) The peptide sequence is LANAGRSSGSRRPLG. The MHC is DRB1_0101 with pseudo-sequence DRB1_0101. The binding affinity (normalized) is 0. (4) The peptide sequence is PAVKYIEPDMIVNAT. The MHC is HLA-DQA10103-DQB10603 with pseudo-sequence HLA-DQA10103-DQB10603. The binding affinity (normalized) is 0.421. (5) The peptide sequence is KWHKHYLVCNYGPSG. The MHC is DRB1_1101 with pseudo-sequence DRB1_1101. The binding affinity (normalized) is 0.583. (6) The peptide sequence is CELQIVDKIDAAFKI. The MHC is DRB5_0101 with pseudo-sequence DRB5_0101. The binding affinity (normalized) is 0.706. (7) The peptide sequence is GELQRVDKIDAAFKI. The MHC is DRB1_0701 with pseudo-sequence DRB1_0701. The binding affinity (normalized) is 0.761. (8) The peptide sequence is GTLHDKKSMGDDHFW. The MHC is HLA-DQA10102-DQB10602 with pseudo-sequence HLA-DQA10102-DQB10602. The binding affinity (normalized) is 0.0722.